This data is from Catalyst prediction with 721,799 reactions and 888 catalyst types from USPTO. The task is: Predict which catalyst facilitates the given reaction. (1) Reactant: [NH2:1][C:2]1[CH:22]=[CH:21][C:5]([O:6][C:7]2[C:12]([C:13]3[CH:18]=[CH:17][N:16]=[C:15]([NH:19][CH3:20])[N:14]=3)=[CH:11][CH:10]=[CH:9][N:8]=2)=[CH:4][CH:3]=1.[C:23]([N:31]=[C:32]=[S:33])(=[O:30])[C:24]1[CH:29]=[CH:28][CH:27]=[CH:26][CH:25]=1.I[CH3:35]. Product: [C:23]([NH:31][C:32](=[N:1][C:2]1[CH:22]=[CH:21][C:5]([O:6][C:7]2[C:12]([C:13]3[CH:18]=[CH:17][N:16]=[C:15]([NH:19][CH3:20])[N:14]=3)=[CH:11][CH:10]=[CH:9][N:8]=2)=[CH:4][CH:3]=1)[S:33][CH3:35])(=[O:30])[C:24]1[CH:29]=[CH:28][CH:27]=[CH:26][CH:25]=1. The catalyst class is: 21. (2) Reactant: [CH3:1][N:2]([CH3:26])[CH2:3][CH:4]([C:6]([C:9]1[CH:10]=[C:11]([O:15][S:16]([C:19]2[CH:24]=[CH:23][C:22]([CH3:25])=[CH:21][CH:20]=2)(=[O:18])=[O:17])[CH:12]=[CH:13][CH:14]=1)=[CH:7][CH3:8])[CH3:5].Cl. Product: [CH3:26][N:2]([CH3:1])[CH2:3][CH:4]([CH3:5])[CH:6]([C:9]1[CH:10]=[C:11]([O:15][S:16]([C:19]2[CH:20]=[CH:21][C:22]([CH3:25])=[CH:23][CH:24]=2)(=[O:17])=[O:18])[CH:12]=[CH:13][CH:14]=1)[CH2:7][CH3:8]. The catalyst class is: 63. (3) Reactant: [C:1]([NH:4][C@@H:5]1[CH2:10][C@H:9]([NH2:11])[CH2:8][CH2:7][C@@H:6]1[N:12]1[CH2:16][CH2:15][C@H:14]([NH:17][C:18](=[O:27])[O:19][CH2:20][C:21]2[CH:26]=[CH:25][CH:24]=[CH:23][CH:22]=2)[C:13]1=[O:28])(=[O:3])[CH3:2].[CH3:29][C:30]([CH3:32])=O.C([O-])(=O)C.[Na+].C([BH3-])#N.[Na+]. Product: [C:1]([NH:4][C@@H:5]1[CH2:10][C@H:9]([NH:11][CH:30]([CH3:32])[CH3:29])[CH2:8][CH2:7][C@@H:6]1[N:12]1[CH2:16][CH2:15][C@H:14]([NH:17][C:18](=[O:27])[O:19][CH2:20][C:21]2[CH:22]=[CH:23][CH:24]=[CH:25][CH:26]=2)[C:13]1=[O:28])(=[O:3])[CH3:2]. The catalyst class is: 5. (4) Reactant: C1COCC1.[N:6]1[N:10]2[CH:11]=[CH:12][CH:13]=[CH:14][C:9]2=[CH:8][C:7]=1[OH:15].[Br:16]C(Cl)(Cl)C(Br)(Cl)Cl. Product: [Br:16][C:11]1[N:10]2[N:6]=[C:7]([OH:15])[CH:8]=[C:9]2[CH:14]=[CH:13][CH:12]=1. The catalyst class is: 13.